This data is from Catalyst prediction with 721,799 reactions and 888 catalyst types from USPTO. The task is: Predict which catalyst facilitates the given reaction. (1) Reactant: Cl[CH:2]([C:8]([CH3:10])=O)[C:3]([O:5][CH2:6][CH3:7])=[O:4].[C:11]([NH2:15])(=[S:14])[CH2:12][CH3:13]. Product: [CH2:6]([O:5][C:3]([C:2]1[S:14][C:11]([CH2:12][CH3:13])=[N:15][C:8]=1[CH3:10])=[O:4])[CH3:7]. The catalyst class is: 8. (2) Reactant: [C:1]([N:5]1[C:9]([C:10]2[CH:15]=[CH:14][CH:13]=[CH:12][CH:11]=2)=[CH:8][C:7]([CH2:16][NH2:17])=[N:6]1)([CH3:4])([CH3:3])[CH3:2].C(N(CC)CC)C.[C:25]1([S:31](Cl)(=[O:33])=[O:32])[CH:30]=[CH:29][CH:28]=[CH:27][CH:26]=1.O. Product: [C:1]([N:5]1[C:9]([C:10]2[CH:11]=[CH:12][CH:13]=[CH:14][CH:15]=2)=[CH:8][C:7]([CH2:16][NH:17][S:31]([C:25]2[CH:30]=[CH:29][CH:28]=[CH:27][CH:26]=2)(=[O:33])=[O:32])=[N:6]1)([CH3:4])([CH3:3])[CH3:2]. The catalyst class is: 4. (3) Reactant: C(OC([NH:8][C:9]1[C:26]([O:27][CH3:28])=[CH:25][C:24]([Cl:29])=[CH:23][C:10]=1[CH:11]=[C:12]([C:18]([O:20][CH2:21][CH3:22])=[O:19])[C:13](OCC)=[O:14])=O)(C)(C)C.C(O)(C(F)(F)F)=O. Product: [Cl:29][C:24]1[CH:23]=[C:10]2[C:9](=[C:26]([O:27][CH3:28])[CH:25]=1)[NH:8][C:13](=[O:14])[C:12]([C:18]([O:20][CH2:21][CH3:22])=[O:19])=[CH:11]2. The catalyst class is: 34. (4) Reactant: [CH:1](OCC)(OCC)OCC.[OH:11][NH:12][C:13](=[NH:23])[C:14]1[CH:19]=[CH:18][C:17]([N+:20]([O-:22])=[O:21])=[CH:16][CH:15]=1. The catalyst class is: 1. Product: [N+:20]([C:17]1[CH:16]=[CH:15][C:14]([C:13]2[N:23]=[CH:1][O:11][N:12]=2)=[CH:19][CH:18]=1)([O-:22])=[O:21]. (5) The catalyst class is: 3. Product: [Br:3][C:4]1[N:8]([CH2:14][CH:15]2[CH2:20][CH2:19][CH2:18][CH2:17][CH2:16]2)[N:7]=[C:6]([C:9]([O:11][CH3:12])=[O:10])[N:5]=1. Reactant: [H-].[Na+].[Br:3][C:4]1[NH:8][N:7]=[C:6]([C:9]([O:11][CH3:12])=[O:10])[N:5]=1.Br[CH2:14][CH:15]1[CH2:20][CH2:19][CH2:18][CH2:17][CH2:16]1. (6) Reactant: CN(C)[CH:3]=[CH:4][C:5]([C:7]1[N:11]([CH:12]2[CH2:15][CH2:14][CH2:13]2)[C:10]([CH3:16])=[N:9][CH:8]=1)=O.C(=O)(O)O.[C:22]1([NH:28][C:29]([NH2:31])=[NH:30])[CH:27]=[CH:26][CH:25]=[CH:24][CH:23]=1.C[O-].[Na+].O. Product: [NH:28]([C:29]1[N:31]=[C:5]([C:7]2[N:11]([CH:12]3[CH2:13][CH2:14][CH2:15]3)[C:10]([CH3:16])=[N:9][CH:8]=2)[CH:4]=[CH:3][N:30]=1)[C:22]1[CH:27]=[CH:26][CH:25]=[CH:24][CH:23]=1. The catalyst class is: 44. (7) Reactant: [Br:1][C:2]1[C:10]2[O:9][CH:8]([CH3:11])[CH2:7][C:6]=2[C:5]([Cl:12])=[C:4]([C:13]#N)[CH:3]=1.[OH-:15].[Na+].[OH2:17]. Product: [Br:1][C:2]1[C:10]2[O:9][CH:8]([CH3:11])[CH2:7][C:6]=2[C:5]([Cl:12])=[C:4]([C:13]([OH:17])=[O:15])[CH:3]=1. The catalyst class is: 14.